Dataset: Reaction yield outcomes from USPTO patents with 853,638 reactions. Task: Predict the reaction yield, written as a fraction of the theoretical maximum amount of product (1.0 means a 100% yield; for example, 0.34 means a 34% yield). (1) The reactants are [Cl:1][C:2]1[CH:3]=[C:4]([NH:8][C:9]([N:11]2[CH2:16][CH2:15][C:14]3[NH:17][N:18]=[C:19]([C:20]([OH:22])=O)[C:13]=3[CH2:12]2)=[O:10])[CH:5]=[CH:6][CH:7]=1.[CH:23]([O:26][NH:27][CH3:28])([CH3:25])[CH3:24].CN(C(ON1N=NC2C=CC=NC1=2)=[N+](C)C)C.F[P-](F)(F)(F)(F)F.CCN(C(C)C)C(C)C. The catalyst is CN(C=O)C. The product is [Cl:1][C:2]1[CH:3]=[C:4]([NH:8][C:9]([N:11]2[CH2:16][CH2:15][C:14]3[NH:17][N:18]=[C:19]([C:20]([N:27]([O:26][CH:23]([CH3:25])[CH3:24])[CH3:28])=[O:22])[C:13]=3[CH2:12]2)=[O:10])[CH:5]=[CH:6][CH:7]=1. The yield is 0.326. (2) The reactants are [CH3:1][O:2][C:3](=[O:28])[C:4]([NH:17]C(OCC1C=CC=CC=1)=O)=[CH:5][C:6]1[CH:7]=[C:8]2[C:12](=[CH:13][CH:14]=1)[NH:11][CH:10]=[C:9]2[C:15]#[N:16]. The catalyst is CO.[Pd]. The product is [CH3:1][O:2][C:3](=[O:28])[CH:4]([NH2:17])[CH2:5][C:6]1[CH:7]=[C:8]2[C:12](=[CH:13][CH:14]=1)[NH:11][CH:10]=[C:9]2[C:15]#[N:16]. The yield is 0.920.